Dataset: Catalyst prediction with 721,799 reactions and 888 catalyst types from USPTO. Task: Predict which catalyst facilitates the given reaction. (1) Reactant: [NH2:1][C:2]1[CH:11]=[CH:10][C:5]([C:6]([O:8][CH3:9])=[O:7])=[C:4]([F:12])[CH:3]=1.[Cl:13][C:14]1[CH:15]=[C:16]([N:20]2[C:24]([CH2:25][NH:26][C:27](=O)[O:28]C3C=CC=CC=3)=[CH:23][C:22]([C:36]([F:39])([F:38])[F:37])=[N:21]2)[CH:17]=[CH:18][CH:19]=1.O. Product: [Cl:13][C:14]1[CH:15]=[C:16]([N:20]2[C:24]([CH2:25][NH:26][C:27](=[O:28])[NH:1][C:2]3[CH:11]=[CH:10][C:5]([C:6]([O:8][CH3:9])=[O:7])=[C:4]([F:12])[CH:3]=3)=[CH:23][C:22]([C:36]([F:37])([F:38])[F:39])=[N:21]2)[CH:17]=[CH:18][CH:19]=1. The catalyst class is: 616. (2) Reactant: [NH2:1][C:2]1[NH:7][C:6](=[O:8])[N:5]=[C:4]([NH2:9])[CH:3]=1.C[Si](N[Si](C)(C)C)(C)C.CC(O[CH:23]1[O:27][C@H:26]([CH2:28][O:29][C:30]([C:32]2[CH:37]=[CH:36][CH:35]=[CH:34][CH:33]=2)=[O:31])[C@@H:25]([O:38][C:39]([C:41]2[CH:46]=[CH:45][CH:44]=[CH:43][CH:42]=2)=[O:40])[C@H:24]1[O:47][C:48]([C:50]1[CH:55]=[CH:54][CH:53]=[CH:52][CH:51]=1)=[O:49])=O.[Si](OS(C(F)(F)F)(=O)=O)(C)(C)C.C(=O)(O)[O-].[Na+]. Product: [NH2:1][C:2]1[N:7]([C@@H:23]2[O:27][C@H:26]([CH2:28][O:29][C:30](=[O:31])[C:32]3[CH:37]=[CH:36][CH:35]=[CH:34][CH:33]=3)[C@@H:25]([O:38][C:39](=[O:40])[C:41]3[CH:46]=[CH:45][CH:44]=[CH:43][CH:42]=3)[C@H:24]2[O:47][C:48](=[O:49])[C:50]2[CH:51]=[CH:52][CH:53]=[CH:54][CH:55]=2)[C:6](=[O:8])[N:5]=[C:4]([NH2:9])[CH:3]=1. The catalyst class is: 2.